This data is from Full USPTO retrosynthesis dataset with 1.9M reactions from patents (1976-2016). The task is: Predict the reactants needed to synthesize the given product. (1) Given the product [Cl:1][C:2]1[CH:3]=[C:4]([N:9]2[C:19](=[O:20])[CH2:18][C:16]([C:15]3[CH:14]=[CH:13][C:12]([OH:11])=[CH:24][CH:23]=3)=[N:10]2)[CH:5]=[C:6]([Cl:8])[CH:7]=1, predict the reactants needed to synthesize it. The reactants are: [Cl:1][C:2]1[CH:3]=[C:4]([NH:9][NH2:10])[CH:5]=[C:6]([Cl:8])[CH:7]=1.[OH:11][C:12]1[CH:24]=[CH:23][C:15]([C:16]([CH2:18][C:19](OC)=[O:20])=O)=[CH:14][CH:13]=1. (2) Given the product [O:29]1[CH2:30][CH2:31][N:26]([C:4]2[C:5]3[S:10][C:9]([C:11]4[CH:25]=[CH:24][C:14]([NH:15][CH2:16][CH2:17][N:18]5[CH2:23][CH2:22][O:21][CH2:20][CH2:19]5)=[CH:13][CH:12]=4)=[CH:8][C:6]=3[N:7]=[C:2]([C:40]3[CH:41]=[N:42][C:43]([NH2:46])=[N:44][CH:45]=3)[N:3]=2)[CH2:27][CH2:28]1, predict the reactants needed to synthesize it. The reactants are: Cl[C:2]1[N:3]=[C:4]([N:26]2[CH2:31][CH2:30][O:29][CH2:28][CH2:27]2)[C:5]2[S:10][C:9]([C:11]3[CH:25]=[CH:24][C:14]([NH:15][CH2:16][CH2:17][N:18]4[CH2:23][CH2:22][O:21][CH2:20][CH2:19]4)=[CH:13][CH:12]=3)=[CH:8][C:6]=2[N:7]=1.CC1(C)C(C)(C)OB([C:40]2[CH:41]=[N:42][C:43]([NH2:46])=[N:44][CH:45]=2)O1.CC([O-])=O.[K+]. (3) Given the product [O:11]1[C:15]2[CH:16]=[CH:17][CH:18]=[CH:19][C:14]=2[CH:13]=[C:12]1[C:2]1[CH:9]=[C:8]([F:10])[CH:7]=[CH:6][C:3]=1[C:4]#[N:5], predict the reactants needed to synthesize it. The reactants are: Br[C:2]1[CH:9]=[C:8]([F:10])[CH:7]=[CH:6][C:3]=1[C:4]#[N:5].[O:11]1[C:15]2[CH:16]=[CH:17][CH:18]=[CH:19][C:14]=2[CH:13]=[C:12]1B(O)O.COCCOC.C([O-])([O-])=O.[Na+].[Na+]. (4) Given the product [Cl:21][C:18]1[CH:19]=[CH:20][C:15]([CH2:14][NH:13][C:11]([C:8]2[C:9](=[O:10])[C:4]3[CH:3]=[C:2]([C:32]#[C:31][CH2:30][CH:29]([C:25]4[O:24][CH:28]=[CH:27][CH:26]=4)[OH:33])[O:23][C:5]=3[N:6]([CH3:22])[CH:7]=2)=[O:12])=[CH:16][CH:17]=1, predict the reactants needed to synthesize it. The reactants are: Br[C:2]1[O:23][C:5]2[N:6]([CH3:22])[CH:7]=[C:8]([C:11]([NH:13][CH2:14][C:15]3[CH:20]=[CH:19][C:18]([Cl:21])=[CH:17][CH:16]=3)=[O:12])[C:9](=[O:10])[C:4]=2[CH:3]=1.[O:24]1[CH:28]=[CH:27][CH:26]=[C:25]1[CH:29]([OH:33])[CH2:30][C:31]#[CH:32].